This data is from Forward reaction prediction with 1.9M reactions from USPTO patents (1976-2016). The task is: Predict the product of the given reaction. (1) Given the reactants [C:1]([N:18]=[C:19]=[S:20])(=[O:17])[O:2][CH2:3][CH:4]1[C:16]2[CH:15]=[CH:14][CH:13]=[CH:12][C:11]=2[C:10]2[C:5]1=[CH:6][CH:7]=[CH:8][CH:9]=2.[NH2:21][C:22]([C:29]1[S:30][CH:31]=[C:32]([Br:34])[CH:33]=1)([CH3:28])[CH2:23][C:24](=[CH2:27])[CH2:25][OH:26], predict the reaction product. The product is: [Br:34][C:32]1[CH:33]=[C:29]([C:22]([NH:21][C:19]([NH:18][C:1](=[O:17])[O:2][CH2:3][CH:4]2[C:5]3[CH:6]=[CH:7][CH:8]=[CH:9][C:10]=3[C:11]3[C:16]2=[CH:15][CH:14]=[CH:13][CH:12]=3)=[S:20])([CH3:28])[CH2:23][C:24]([CH2:25][OH:26])=[CH2:27])[S:30][CH:31]=1. (2) Given the reactants [C:1]([C:4]1[CH:5]=[C:6]2[C:11](=[CH:12][CH:13]=1)[NH:10][CH:9]([C:14]1[CH:19]=[C:18]([O:20][CH3:21])[C:17]([OH:22])=[CH:16][C:15]=1[C:23]1[CH:28]=[CH:27][C:26]([C:29](O)=[O:30])=[CH:25][C:24]=1[O:32][CH3:33])[CH:8]1[CH2:34][C:35]3[C:40]([CH:7]21)=[CH:39][CH:38]=[CH:37][CH:36]=3)(=[NH:3])[NH2:2].[CH2:41]([NH2:48])[C:42]1[CH:47]=[CH:46][CH:45]=[CH:44][CH:43]=1, predict the reaction product. The product is: [CH2:41]([NH:48][C:29]([C:26]1[CH:27]=[CH:28][C:23]([C:15]2[CH:16]=[C:17]([OH:22])[C:18]([O:20][CH3:21])=[CH:19][C:14]=2[CH:9]2[CH:8]3[CH2:34][C:35]4[C:40]([CH:7]3[C:6]3[C:11](=[CH:12][CH:13]=[C:4]([C:1](=[NH:2])[NH2:3])[CH:5]=3)[NH:10]2)=[CH:39][CH:38]=[CH:37][CH:36]=4)=[C:24]([O:32][CH3:33])[CH:25]=1)=[O:30])[C:42]1[CH:47]=[CH:46][CH:45]=[CH:44][CH:43]=1. (3) Given the reactants [CH3:1][O:2][C:3]1[CH:36]=[C:35]([O:37][CH3:38])[CH:34]=[CH:33][C:4]=1[CH2:5][N:6]1[C:27]2[C:16]3=[CH:17][C:18]4[CH:19]=[C:20]([CH2:25][OH:26])[N:21]([CH3:24])[C:22]=4[CH:23]=[C:15]3[CH2:14][CH2:13][CH2:12][CH2:11][C:10]=2[C:9]([OH:28])=[C:8]([C:29]([OH:31])=[O:30])[C:7]1=[O:32], predict the reaction product. The product is: [CH3:1][O:2][C:3]1[CH:36]=[C:35]([O:37][CH3:38])[CH:34]=[CH:33][C:4]=1[CH2:5][N:6]1[C:27]2[C:16]3=[CH:17][C:18]4[CH:19]=[C:20]([CH:25]=[O:26])[N:21]([CH3:24])[C:22]=4[CH:23]=[C:15]3[CH2:14][CH2:13][CH2:12][CH2:11][C:10]=2[C:9]([OH:28])=[C:8]([C:29]([OH:31])=[O:30])[C:7]1=[O:32].